From a dataset of Full USPTO retrosynthesis dataset with 1.9M reactions from patents (1976-2016). Predict the reactants needed to synthesize the given product. Given the product [CH2:1]([C:3]1[C:11]2[C:6](=[CH:7][C:8]([C:12]3[N:16]([C:17]4[CH:22]=[CH:21][C:20]([S:23]([CH3:26])(=[O:25])=[O:24])=[CH:19][CH:18]=4)[N:15]=[CH:14][CH:13]=3)=[CH:9][CH:10]=2)[N:5]([C:54]([O:56][CH:57]([CH3:59])[CH3:58])=[O:55])[N:4]=1)[CH3:2], predict the reactants needed to synthesize it. The reactants are: [CH2:1]([C:3]1[C:11]2[C:6](=[CH:7][C:8]([C:12]3[N:16]([C:17]4[CH:22]=[CH:21][C:20]([S:23]([CH3:26])(=[O:25])=[O:24])=[CH:19][CH:18]=4)[N:15]=[CH:14][CH:13]=3)=[CH:9][CH:10]=2)[NH:5][N:4]=1)[CH3:2].C1(P(C2C=CC=CC=2)C2C=CC=CC=2)C=CC=CC=1.O1CC[C@H](O)C1.N([C:54]([O:56][CH:57]([CH3:59])[CH3:58])=[O:55])=N[C:54]([O:56][CH:57]([CH3:59])[CH3:58])=[O:55].